This data is from Forward reaction prediction with 1.9M reactions from USPTO patents (1976-2016). The task is: Predict the product of the given reaction. (1) Given the reactants [NH:1]1[CH2:6][CH2:5][CH:4]([C:7]2[CH:12]=[CH:11][CH:10]=[C:9]([O:13][C:14]([F:17])([F:16])[F:15])[C:8]=2[OH:18])[CH2:3][CH2:2]1.C(=O)([O-])[O-].[K+].[K+].I[CH2:26][CH3:27].CS(OC1C=CC=C(C2CCNCC2)C=1F)(=O)=O, predict the reaction product. The product is: [CH2:26]([N:1]1[CH2:6][CH2:5][CH:4]([C:7]2[CH:12]=[CH:11][CH:10]=[C:9]([O:13][C:14]([F:16])([F:17])[F:15])[C:8]=2[OH:18])[CH2:3][CH2:2]1)[CH3:27]. (2) Given the reactants [CH3:1][C@@:2]1([CH2:9][S:10](Cl)(=[O:12])=[O:11])[C:6](=[O:7])[NH:5][C:4](=[O:8])[NH:3]1.C(OC(C)=O)(C)C.[Cl:21][C:22]1[CH:23]=[CH:24][C:25]([O:28][CH:29]2[CH2:34][CH2:33][NH:32][CH2:31][CH2:30]2)=[N:26][CH:27]=1, predict the reaction product. The product is: [Cl:21][C:22]1[CH:23]=[CH:24][C:25]([O:28][CH:29]2[CH2:34][CH2:33][N:32]([S:10]([CH2:9][C@@:2]3([CH3:1])[NH:3][C:4](=[O:8])[NH:5][C:6]3=[O:7])(=[O:12])=[O:11])[CH2:31][CH2:30]2)=[N:26][CH:27]=1. (3) Given the reactants [C:1]([C:3]1[CH:4]=[C:5](B(O)O)[CH:6]=[CH:7][CH:8]=1)#[N:2].[C:12]([O:16][C:17]([N:19]1[CH2:24][CH:23]=[C:22](OS(C(F)(F)F)(=O)=O)[CH2:21][CH2:20]1)=[O:18])([CH3:15])([CH3:14])[CH3:13], predict the reaction product. The product is: [C:12]([O:16][C:17]([N:19]1[CH2:20][CH:21]=[C:22]([C:5]2[CH:6]=[CH:7][CH:8]=[C:3]([C:1]#[N:2])[CH:4]=2)[CH2:23][CH2:24]1)=[O:18])([CH3:15])([CH3:13])[CH3:14]. (4) Given the reactants [CH3:1][NH:2][CH3:3].[CH3:4][N:5](C(ON1N=NC2C=CC=CC1=2)=[N+](C)C)C.F[P-](F)(F)(F)(F)F.[C:28]([O-])(O)=O.[Na+].[H-].[H-].[H-].[H-].[Li+].[Al+3].[OH-].[Na+].[CH2:41]1[CH2:45]OC[CH2:42]1, predict the reaction product. The product is: [CH3:1][N:2]([CH3:28])[CH2:3][C@@H:4]([NH2:5])[CH:41]([CH3:42])[CH3:45]. (5) Given the reactants S1[C:5]2[CH:6]=[CH:7][CH:8]=[CH:9][C:4]=2[C:3]([CH2:10][CH2:11][CH2:12][NH2:13])=[CH:2]1.[O:14]1[C:18]2C=CC=CC=2C(CCC#N)=C1.[OH-:27].[NH4+].C(Cl)Cl.CO, predict the reaction product. The product is: [CH3:18][O:14][C:6]1[C:5]2[O:27][CH:2]=[C:3]([CH2:10][CH2:11][CH2:12][NH2:13])[C:4]=2[CH:9]=[CH:8][CH:7]=1.